From a dataset of Forward reaction prediction with 1.9M reactions from USPTO patents (1976-2016). Predict the product of the given reaction. (1) Given the reactants Cl[C:2]1[N:7]=[CH:6][N:5]=[C:4]([C:8]([NH:10][C:11]2[CH:16]=[CH:15][C:14]([S:17]([N:20]([CH2:22][C:23]([O:25][CH3:26])=[O:24])[CH3:21])(=[O:19])=[O:18])=[CH:13][C:12]=2[CH3:27])=[O:9])[CH:3]=1.C(NC(C)C)(C)C.[CH:35]1([CH2:38][NH:39][CH:40]2[CH2:45][CH2:44][CH2:43][CH2:42][CH2:41]2)[CH2:37][CH2:36]1, predict the reaction product. The product is: [CH:40]1([N:39]([CH2:38][CH:35]2[CH2:36][CH2:37]2)[C:2]2[N:7]=[CH:6][N:5]=[C:4]([C:8]([NH:10][C:11]3[CH:16]=[CH:15][C:14]([S:17]([N:20]([CH2:22][C:23]([O:25][CH3:26])=[O:24])[CH3:21])(=[O:19])=[O:18])=[CH:13][C:12]=3[CH3:27])=[O:9])[CH:3]=2)[CH2:41][CH2:42][CH2:43][CH2:44][CH2:45]1. (2) Given the reactants [OH:1][C:2]1[CH:15]=[CH:14][CH:13]=[CH:12][C:3]=1/[CH:4]=[C:5]1/[C:6](=[O:11])[NH:7][C:8](=S)[S:9]/1.[NH:16]1[CH2:21][CH2:20][O:19][CH2:18][CH2:17]1, predict the reaction product. The product is: [OH:1][C:2]1[CH:15]=[CH:14][CH:13]=[CH:12][C:3]=1/[CH:4]=[C:5]1/[C:6](=[O:11])[N:7]=[C:8]([N:16]2[CH2:21][CH2:20][O:19][CH2:18][CH2:17]2)[S:9]/1. (3) The product is: [CH:29]1([C:2]2[CH:3]=[CH:4][C:5]3[N:6]([CH:8]=[C:9]([C:11]([N:13]4[CH2:18][CH2:17][CH:16]([C:19]5[CH:24]=[CH:23][CH:22]=[CH:21][C:20]=5[C:25]([F:27])([F:26])[F:28])[CH2:15][CH2:14]4)=[O:12])[N:10]=3)[N:7]=2)[CH2:31][CH2:30]1. Given the reactants Cl[C:2]1[CH:3]=[CH:4][C:5]2[N:6]([CH:8]=[C:9]([C:11]([N:13]3[CH2:18][CH2:17][CH:16]([C:19]4[CH:24]=[CH:23][CH:22]=[CH:21][C:20]=4[C:25]([F:28])([F:27])[F:26])[CH2:15][CH2:14]3)=[O:12])[N:10]=2)[N:7]=1.[CH:29]1([B-](F)(F)F)[CH2:31][CH2:30]1.[K+].C12(P(C34CC5CC(CC(C5)C3)C4)CCCC)CC3CC(CC(C3)C1)C2.C([O-])([O-])=O.[Cs+].[Cs+], predict the reaction product. (4) Given the reactants [CH3:1][C:2]([CH3:19])([CH3:18])[C:3]#[C:4][C:5]1[CH:13]=[CH:12][C:8]([C:9]([OH:11])=[O:10])=[CH:7][C:6]=1[C:14]([F:17])([F:16])[F:15], predict the reaction product. The product is: [CH3:1][C:2]([CH3:19])([CH3:18])[CH2:3][CH2:4][C:5]1[CH:13]=[CH:12][C:8]([C:9]([OH:11])=[O:10])=[CH:7][C:6]=1[C:14]([F:15])([F:16])[F:17].